From a dataset of Experimentally validated miRNA-target interactions with 360,000+ pairs, plus equal number of negative samples. Binary Classification. Given a miRNA mature sequence and a target amino acid sequence, predict their likelihood of interaction. (1) The miRNA is hsa-miR-572 with sequence GUCCGCUCGGCGGUGGCCCA. The protein sequence of the target gene is MLCFLRGMAFVPFLLVTWSSAAFIISYVVAVLSGHVNPFLPYISDTGTTPPESGIFGFMINFSAFLGAATMYTRYKIVQKQNQTCYFSTPVFNLVSLVLGLVGCFGMGIVANFQELAVPVVHDGGALLAFVCGVVYTLLQSIISYKSCPQWNSLSTCHIRMVISAVSCAAVIPMIVCASLISITKLEWNPREKDYVYHVVSAICEWTVAFGFIFYFLTFIQDFQSVTLRISTEINGDI. Result: 0 (no interaction). (2) The miRNA is hsa-let-7f-5p with sequence UGAGGUAGUAGAUUGUAUAGUU. The protein sequence of the target gene is MNIEVGNISYTGAIISWSSSEPCLEDYYHIMYRPNWNSIFSGYLRYSFHHEEKVPRTISSVVLEHLAPSTLYFLCISCKKAAFPYRHYCTMFHTLDKSPLAPGSSLVDPQISLWVLMAILLACFTAVLAFICLQFWCVRCHEPRWSYRAGHMEEANGLVRWPEEAPDLGQREEDLQGLPLVEMPRKNSRDGAELDPEANQDAPDAGALQRGGGDPPAILPHCGE. Result: 1 (interaction).